This data is from Forward reaction prediction with 1.9M reactions from USPTO patents (1976-2016). The task is: Predict the product of the given reaction. (1) Given the reactants [ClH:1].[N:2]1([NH2:12])[C:11]2[C:6](=[CH:7][CH:8]=[CH:9][CH:10]=2)[CH2:5][CH2:4][CH2:3]1.[C:13]1(=O)[CH2:18][CH2:17][CH2:16][C:15](=[O:19])[CH2:14]1, predict the reaction product. The product is: [ClH:1].[N:2]1([N:12]=[C:13]2[CH2:18][CH2:17][CH2:16][C:15]([OH:19])=[CH:14]2)[C:11]2[C:6](=[CH:7][CH:8]=[CH:9][CH:10]=2)[CH2:5][CH2:4][CH2:3]1. (2) Given the reactants [F:1][C:2]1([F:29])[CH2:7][C@@H:6]([C:8]([O:10][CH3:11])=[O:9])[C@H:5]([C:12](=[O:28])[CH2:13][C:14]2[CH:19]=[CH:18][C:17]([C:20]([N:22]3[CH2:27][CH2:26][O:25][CH2:24][CH2:23]3)=[O:21])=[CH:16][CH:15]=2)[CH2:4][CH2:3]1.[Br:30]Br, predict the reaction product. The product is: [Br:30][CH:13]([C:14]1[CH:19]=[CH:18][C:17]([C:20]([N:22]2[CH2:27][CH2:26][O:25][CH2:24][CH2:23]2)=[O:21])=[CH:16][CH:15]=1)[C:12]([C@@H:5]1[CH2:4][CH2:3][C:2]([F:1])([F:29])[CH2:7][C@H:6]1[C:8]([O:10][CH3:11])=[O:9])=[O:28]. (3) Given the reactants [C:1]1([NH2:11])[C:10]2[C:5](=[CH:6][CH:7]=[CH:8][CH:9]=2)[CH:4]=[CH:3][CH:2]=1.[Br:12]N1C(=O)CCC1=O.O, predict the reaction product. The product is: [Br:12][C:2]1[CH:3]=[CH:4][C:5]2[C:10](=[CH:9][CH:8]=[CH:7][CH:6]=2)[C:1]=1[NH2:11]. (4) Given the reactants Br[C:2]1[CH:7]=[C:6]([O:8][C:9]([F:14])([F:13])[CH:10]([F:12])[F:11])[CH:5]=[C:4]([F:15])[CH:3]=1.[Li]CCCC.[F:21][C:22]1[CH:29]=[CH:28][C:25]([C:26]#N)=[CH:24][CH:23]=1.CC[O:32]CC, predict the reaction product. The product is: [F:15][C:4]1[CH:3]=[C:2]([C:26]([C:25]2[CH:28]=[CH:29][C:22]([F:21])=[CH:23][CH:24]=2)=[O:32])[CH:7]=[C:6]([O:8][C:9]([F:14])([F:13])[CH:10]([F:12])[F:11])[CH:5]=1. (5) Given the reactants [NH:1]1[C:5]2=[N:6][CH:7]=[CH:8][CH:9]=[C:4]2[C:3]([CH:10]=[C:11]2[O:15][C:14]([NH:16][C:17]3[CH:22]=[CH:21][C:20]([F:23])=[CH:19][C:18]=3[F:24])=[C:13]([C:25]([O:27]CC)=[O:26])[C:12]2=[O:30])=[CH:2]1.[OH-].[K+], predict the reaction product. The product is: [NH:1]1[C:5]2=[N:6][CH:7]=[CH:8][CH:9]=[C:4]2[C:3]([CH:10]=[C:11]2[O:15][C:14]([NH:16][C:17]3[CH:22]=[CH:21][C:20]([F:23])=[CH:19][C:18]=3[F:24])=[C:13]([C:25]([OH:27])=[O:26])[C:12]2=[O:30])=[CH:2]1.